Dataset: Full USPTO retrosynthesis dataset with 1.9M reactions from patents (1976-2016). Task: Predict the reactants needed to synthesize the given product. (1) The reactants are: [CH3:1][C:2]1[CH:3]=[C:4]([S:8][C:9]2[CH:16]=[CH:15][C:12]([C:13]#[N:14])=[CH:11][CH:10]=2)[CH:5]=[CH:6][CH:7]=1.C1COCC1.[H-].[Al+3].[Li+].[H-].[H-].[H-].[OH-].[Na+]. Given the product [CH3:1][C:2]1[CH:3]=[C:4]([S:8][C:9]2[CH:16]=[CH:15][C:12]([CH2:13][NH2:14])=[CH:11][CH:10]=2)[CH:5]=[CH:6][CH:7]=1, predict the reactants needed to synthesize it. (2) Given the product [Br:1][C:2]1[CH:7]=[C:6]([C:8]([NH:12][CH2:13][CH2:14][OH:15])=[O:10])[C:5]([F:11])=[CH:4][N:3]=1, predict the reactants needed to synthesize it. The reactants are: [Br:1][C:2]1[CH:7]=[C:6]([C:8]([OH:10])=O)[C:5]([F:11])=[CH:4][N:3]=1.[NH2:12][CH2:13][CH2:14][OH:15].